Dataset: Experimentally validated miRNA-target interactions with 360,000+ pairs, plus equal number of negative samples. Task: Binary Classification. Given a miRNA mature sequence and a target amino acid sequence, predict their likelihood of interaction. (1) The protein sequence of the target gene is MRTQVYEGLCKNYFSLAVLQRDRIKLLFFDILVFLSVFLLFLLFLVDIMANNTTSLGSPWPENFWEDLIMSFTVSMAIGLVLGGFIWAVFICLSRRRRASAPISQWSSSRRSRSSYTHGLNRTGFYRHSGCERRSNLSLASLTFQRQASLEQANSFPRKSSFRASTFHPFLQCPPLPVETESQLVTLPSSNISPTISTSHSLSRPDYWSSNSLRVGLSTPPPPAYESIIKAFPDS. The miRNA is hsa-miR-548ae-5p with sequence AAAAGUAAUUGUGGUUUUUG. Result: 0 (no interaction). (2) The miRNA is mmu-miR-3108-5p with sequence GUCUCUAAAGCUAGACGUUCCGG. The protein sequence of the target gene is MKTPFGKAAAGQRSRTGAGHGSVSVTMIKRKAAHKKHRSRPTSQPRGNIVGCRIQHGWKDGDEPLTQWKGTVLDQVPVNPSLYLIKYDGFDCVYGLELHRDERVSSLEVLPNRVASSRISDTHLAEIMVGKAVEHIFETEEGSKNEWRGMVLAQAPVMNTWFYITYEKDPVLYMYQLLDDYKDGDLRILQDSNDSPLAEREPGEVIDSLVGKQVEYAKDDGSKRTGMVIHQVEAKPSVYFIKFDDDFHIYVYDLVKTS. Result: 0 (no interaction).